From a dataset of Full USPTO retrosynthesis dataset with 1.9M reactions from patents (1976-2016). Predict the reactants needed to synthesize the given product. (1) Given the product [C:1]([CH:3]=[C:19]1[CH2:23][CH2:22][N:21]([C:24]([O:26][C:27]([CH3:30])([CH3:29])[CH3:28])=[O:25])[CH2:20]1)#[N:2], predict the reactants needed to synthesize it. The reactants are: [C:1]([CH2:3]P(=O)(OCC)OCC)#[N:2].CC([O-])(C)C.[K+].O=[C:19]1[CH2:23][CH2:22][N:21]([C:24]([O:26][C:27]([CH3:30])([CH3:29])[CH3:28])=[O:25])[CH2:20]1. (2) Given the product [CH3:38][NH:40][C:27](=[O:28])[NH:26][C:24]1[S:25][C:21]([C:10]2[N:9]=[C:8]([N:3]3[CH2:4][CH2:5][O:6][CH2:7][C@@H:2]3[CH3:1])[CH:13]=[C:12]([C:14]([S:17]([CH3:20])(=[O:19])=[O:18])([CH3:16])[CH3:15])[N:11]=2)=[CH:22][N:23]=1, predict the reactants needed to synthesize it. The reactants are: [CH3:1][C@H:2]1[CH2:7][O:6][CH2:5][CH2:4][N:3]1[C:8]1[CH:13]=[C:12]([C:14]([S:17]([CH3:20])(=[O:19])=[O:18])([CH3:16])[CH3:15])[N:11]=[C:10]([C:21]2[S:25][C:24]([NH:26][C:27](=O)[O:28]C3C=CC=CC=3)=[N:23][CH:22]=2)[N:9]=1.CN.[CH2:38]([N:40](CC)CC)C.